From a dataset of Catalyst prediction with 721,799 reactions and 888 catalyst types from USPTO. Predict which catalyst facilitates the given reaction. (1) Reactant: C[O:2][C:3](=[O:34])[CH:4]([C:9]1[CH:14]=[CH:13][C:12](/[CH:15]=[CH:16]/[C:17](=[O:33])[NH:18][C:19]2[CH:24]=[CH:23][CH:22]=[CH:21][C:20]=2NC(OC(C)(C)C)=O)=[CH:11][CH:10]=1)[CH2:5][CH2:6][CH2:7][Cl:8].[Li+].[OH-:36].Cl. Product: [C:4]([O:36][C:17]([NH:18][N:18]([C:19]1[CH:24]=[CH:23][CH:22]=[CH:21][CH:20]=1)[C:17](/[CH:16]=[CH:15]/[C:12]1[CH:13]=[CH:14][C:9]([CH:4]([CH2:5][CH2:6][CH2:7][Cl:8])[C:3]([OH:2])=[O:34])=[CH:10][CH:11]=1)=[O:33])=[O:33])([CH3:9])([CH3:5])[CH3:3]. The catalyst class is: 24. (2) Reactant: [CH3:1][O:2][CH:3]([O:13][CH3:14])[CH2:4][NH:5][CH2:6][C:7]1[S:8][C:9]([CH3:12])=[CH:10][CH:11]=1.C(N(CC)CC)C.[C:22]1([CH3:32])[CH:27]=[CH:26][C:25]([S:28](Cl)(=[O:30])=[O:29])=[CH:24][CH:23]=1. Product: [CH3:1][O:2][CH:3]([O:13][CH3:14])[CH2:4][N:5]([CH2:6][C:7]1[S:8][C:9]([CH3:12])=[CH:10][CH:11]=1)[S:28]([C:25]1[CH:26]=[CH:27][C:22]([CH3:32])=[CH:23][CH:24]=1)(=[O:30])=[O:29]. The catalyst class is: 25. (3) Reactant: [C:1]([CH2:3][CH2:4][N:5]1[C:9]2[NH:10][C:11](=[O:18])[C:12]3[CH2:13][CH2:14][CH2:15][CH2:16][C:17]=3[C:8]=2[C:7]([C@H:19]2[CH2:23][CH2:22][CH2:21][N:20]2[C:24]([O:26][CH2:27][C:28]2[CH:33]=[CH:32][CH:31]=[CH:30][CH:29]=2)=[O:25])=[N:6]1)#N.C(O)(=[O:36])C. Product: [O:18]=[C:11]1[C:12]2[CH2:13][CH2:14][CH2:15][CH2:16][C:17]=2[C:8]2[C:7]([C@H:19]3[CH2:23][CH2:22][CH2:21][N:20]3[C:24]([O:26][CH2:27][C:28]3[CH:29]=[CH:30][CH:31]=[CH:32][CH:33]=3)=[O:25])=[N:6][N:5]([CH2:4][CH2:3][CH:1]=[O:36])[C:9]=2[NH:10]1. The catalyst class is: 181. (4) Reactant: [Cl:1][C:2]1[CH:30]=[CH:29][C:5]([O:6][CH2:7][C@H:8](O)[CH2:9][O:10][C:11]2[CH:12]=[C:13]([CH2:17][C@H:18]([O:24][CH:25]([CH3:27])[CH3:26])[C:19]([O:21][CH2:22][CH3:23])=[O:20])[CH:14]=[CH:15][CH:16]=2)=[C:4]([C:31]#[N:32])[CH:3]=1.C(N(S(F)(F)[F:39])CC)C.O.[Cl-].[Na+]. Product: [Cl:1][C:2]1[CH:30]=[CH:29][C:5]([O:6][CH2:7][C@@H:8]([F:39])[CH2:9][O:10][C:11]2[CH:12]=[C:13]([CH2:17][C@H:18]([O:24][CH:25]([CH3:27])[CH3:26])[C:19]([O:21][CH2:22][CH3:23])=[O:20])[CH:14]=[CH:15][CH:16]=2)=[C:4]([C:31]#[N:32])[CH:3]=1. The catalyst class is: 4. (5) Reactant: Cl[C:2]1[N:7]=[C:6]([N:8]2[CH2:13][CH2:12][CH:11]([NH:14][C:15]3[N:31]=[C:18]4[C:19]([C:23]5[CH:28]=[CH:27][C:26]([F:29])=[C:25]([F:30])[CH:24]=5)=[CH:20][CH:21]=[CH:22][N:17]4[N:16]=3)[CH2:10][CH2:9]2)[CH:5]=[CH:4][N:3]=1.[CH3:32][O-:33].[Na+]. Product: [F:30][C:25]1[CH:24]=[C:23]([C:19]2[C:18]3[N:17]([N:16]=[C:15]([NH:14][CH:11]4[CH2:12][CH2:13][N:8]([C:6]5[CH:5]=[CH:4][N:3]=[C:2]([O:33][CH3:32])[N:7]=5)[CH2:9][CH2:10]4)[N:31]=3)[CH:22]=[CH:21][CH:20]=2)[CH:28]=[CH:27][C:26]=1[F:29]. The catalyst class is: 5. (6) Product: [Cl:1][C:2]1[C:3]([CH:17]([S:27]([C:30]2[CH:35]=[CH:34][C:33]([Cl:36])=[CH:32][CH:31]=2)(=[O:28])=[O:29])[C:18]2[CH:23]=[C:22]([C:24]#[N:25])[CH:21]=[CH:20][C:19]=2[F:26])=[CH:4][C:5]([NH:8][S:9]([CH3:12])(=[O:11])=[O:10])=[N:6][CH:7]=1. The catalyst class is: 7. Reactant: [Cl:1][C:2]1[C:3]([CH:17]([S:27]([C:30]2[CH:35]=[CH:34][C:33]([Cl:36])=[CH:32][CH:31]=2)(=[O:29])=[O:28])[C:18]2[CH:23]=[C:22]([C:24]#[N:25])[CH:21]=[CH:20][C:19]=2[F:26])=[CH:4][C:5]([N:8](S(C)(=O)=O)[S:9]([CH3:12])(=[O:11])=[O:10])=[N:6][CH:7]=1.[F-].C([N+](CCCC)(CCCC)CCCC)CCC.